This data is from Full USPTO retrosynthesis dataset with 1.9M reactions from patents (1976-2016). The task is: Predict the reactants needed to synthesize the given product. (1) Given the product [C:6]([C:7]1[N:11]2[N:12]=[C:13]([C:16]3[CH:26]=[CH:25][C:19]([C:20]([OH:22])=[O:21])=[CH:18][CH:17]=3)[CH:14]=[CH:15][C:10]2=[N:9][CH:8]=1)#[CH:5], predict the reactants needed to synthesize it. The reactants are: C[Si]([C:5]#[C:6][C:7]1[N:11]2[N:12]=[C:13]([C:16]3[CH:26]=[CH:25][C:19]([C:20]([O:22]CC)=[O:21])=[CH:18][CH:17]=3)[CH:14]=[CH:15][C:10]2=[N:9][CH:8]=1)(C)C.[Li+].[OH-]. (2) Given the product [C:1]([O:5][C:6]([N:8]1[CH2:12][CH2:11][CH2:10][CH:9]1[C:13]([O:15][CH2:16][C:17]([C:19]1[CH:20]=[CH:21][C:22]2[C:26]3[CH:27]=[CH:28][C:29]([C:39](=[O:40])[CH2:38][Br:59])=[CH:30][C:25]=3[O:24][C:23]=2[CH:32]=1)=[O:18])=[O:14])=[O:7])([CH3:3])([CH3:4])[CH3:2], predict the reactants needed to synthesize it. The reactants are: [C:1]([O:5][C:6]([N:8]1[CH2:12][CH2:11][CH2:10][CH:9]1[C:13]([O:15][CH2:16][C:17]([C:19]1[CH:20]=[CH:21][C:22]2[C:26]3[CH:27]=[CH:28][C:29](Br)=[CH:30][C:25]=3[O:24][C:23]=2[CH:32]=1)=[O:18])=[O:14])=[O:7])([CH3:4])([CH3:3])[CH3:2].C([Sn](CCCC)(CCCC)[CH:38]=[CH:39][O:40]CC)CCC.O.C1C(=O)N([Br:59])C(=O)C1. (3) Given the product [F:1][C:2]1[CH:19]=[CH:18][C:5]([CH:6]2[C:24]([CH3:26])([CH3:25])[CH:23]([OH:27])[C:17]3[C:8](=[CH:9][CH:10]=[C:11]([C:12]([O:14][CH3:15])=[O:13])[CH:16]=3)[NH:7]2)=[CH:4][C:3]=1[N+:20]([O-:22])=[O:21], predict the reactants needed to synthesize it. The reactants are: [F:1][C:2]1[CH:19]=[CH:18][C:5](/[CH:6]=[N:7]/[C:8]2[CH:17]=[CH:16][C:11]([C:12]([O:14][CH3:15])=[O:13])=[CH:10][CH:9]=2)=[CH:4][C:3]=1[N+:20]([O-:22])=[O:21].[CH:23](=[O:27])[CH:24]([CH3:26])[CH3:25].O.